Dataset: Reaction yield outcomes from USPTO patents with 853,638 reactions. Task: Predict the reaction yield, written as a fraction of the theoretical maximum amount of product (1.0 means a 100% yield; for example, 0.34 means a 34% yield). (1) The reactants are [N:1]1[C:5]2=[CH:6][CH:7]=[C:8]([C:10]([OH:12])=O)[CH2:9][C:4]2=[N:3][N:2]=1.CCN=C=N[CH2:18][CH2:19][CH2:20][N:21](C)C.C1C=CC2N([OH:33])N=NC=2C=1.N[C:35]12[C:53]3[C:48](=[CH:49][CH:50]=[CH:51][CH:52]=3)[C:47](=[O:54])C1(O)C1[C:42]([O:43]2)=[CH:41][C:40]([CH:44]([CH3:46])[CH3:45])=[CH:39]C=1. The catalyst is C(Cl)Cl.CN(C=O)C. The product is [OH:33][C:35]12[C:53]3[C:48](=[CH:49][CH:50]=[CH:51][CH:52]=3)[C:47](=[O:54])[C:20]1([NH:21][C:10]([C:8]1[CH:7]=[CH:6][C:5]3[NH:1][N:2]=[N:3][C:4]=3[CH:9]=1)=[O:12])[C:19]1[CH:18]=[CH:39][C:40]([CH:44]([CH3:46])[CH3:45])=[CH:41][C:42]=1[O:43]2. The yield is 0.470. (2) No catalyst specified. The product is [NH:1]1[C:5]2[CH:6]=[CH:7][C:8]([CH2:10][OH:12])=[CH:9][C:4]=2[N:3]=[CH:27]1. The yield is 0.160. The reactants are [NH:1]1[C:5]2[CH:6]=[CH:7][C:8]([C:10]([OH:12])=O)=[CH:9][C:4]=2[N:3]=N1.[H-].[Al+3].[Li+].[H-].[H-].[H-].[O-]S([O-])(=O)=O.[Na+].[Na+].O1CCC[CH2:27]1.